Task: Regression. Given two drug SMILES strings and cell line genomic features, predict the synergy score measuring deviation from expected non-interaction effect.. Dataset: NCI-60 drug combinations with 297,098 pairs across 59 cell lines Drug 1: CN(C)C1=NC(=NC(=N1)N(C)C)N(C)C. Drug 2: C#CCC(CC1=CN=C2C(=N1)C(=NC(=N2)N)N)C3=CC=C(C=C3)C(=O)NC(CCC(=O)O)C(=O)O. Cell line: M14. Synergy scores: CSS=-4.10, Synergy_ZIP=-0.538, Synergy_Bliss=-6.49, Synergy_Loewe=-15.7, Synergy_HSA=-9.79.